Dataset: Full USPTO retrosynthesis dataset with 1.9M reactions from patents (1976-2016). Task: Predict the reactants needed to synthesize the given product. (1) Given the product [OH:2][C:3]1[CH:11]=[CH:10][C:6]2[N:7]=[CH:8][S:9][C:5]=2[CH:4]=1, predict the reactants needed to synthesize it. The reactants are: C[O:2][C:3]1[CH:11]=[CH:10][C:6]2[N:7]=[CH:8][S:9][C:5]=2[CH:4]=1.O.C(=O)([O-])O.[Na+]. (2) Given the product [CH3:23][O:22][CH2:21][CH2:20][O:19][CH2:18][CH2:17][CH2:16][CH:15]1[C:10](=[O:24])[CH2:11][CH2:12][C:13]1=[O:14], predict the reactants needed to synthesize it. The reactants are: C[O-].[Na+].CS(C)=O.CO[C:10](=[O:24])[CH2:11][CH2:12][C:13]([CH2:15][CH2:16][CH2:17][CH2:18][O:19][CH2:20][CH2:21][O:22][CH3:23])=[O:14]. (3) Given the product [NH3:1].[CH2:48]([Cl:50])[Cl:49].[CH:19](=[C:26]1[CH2:31][CH2:30][N:29]([CH2:13][C:12]2[CH:15]=[CH:16][CH:17]=[CH:18][C:11]=2[O:10][CH2:9][CH2:8][CH2:7][N:1]2[CH2:6][CH2:5][CH2:4][CH2:3][CH2:2]2)[CH2:28][CH2:27]1)[C:20]1[CH:25]=[CH:24][CH:23]=[CH:22][CH:21]=1, predict the reactants needed to synthesize it. The reactants are: [N:1]1([CH2:7][CH2:8][CH2:9][O:10][C:11]2[CH:18]=[CH:17][CH:16]=[CH:15][C:12]=2[CH:13]=O)[CH2:6][CH2:5][CH2:4][CH2:3][CH2:2]1.[CH:19](=[C:26]1[CH2:31][CH2:30][NH:29][CH2:28][CH2:27]1)[C:20]1[CH:25]=[CH:24][CH:23]=[CH:22][CH:21]=1.C(O[BH-](OC(=O)C)OC(=O)C)(=O)C.[Na+].[OH-].[Na+].[CH2:48]([Cl:50])[Cl:49]. (4) Given the product [CH3:16][O:15][CH:5]([O:4][CH3:3])[CH2:6][NH:7][C:8]1[CH:13]=[CH:12][C:11]([O:14][CH2:20][CH2:19][N:18]([CH3:22])[CH3:17])=[CH:10][CH:9]=1, predict the reactants needed to synthesize it. The reactants are: [H-].[Na+].[CH3:3][O:4][CH:5]([O:15][CH3:16])[CH2:6][NH:7][C:8]1[CH:13]=[CH:12][C:11]([OH:14])=[CH:10][CH:9]=1.[CH3:17][N:18]([CH3:22])[CH2:19][CH2:20]Cl. (5) Given the product [CH3:1][O:2][C:3]1[CH:4]=[CH:5][C:6]([C:9]2[S:13][C:12]([NH:14][C:20]([N:15]3[CH:19]=[CH:18][N:17]=[CH:16]3)=[S:21])=[N:11][CH:10]=2)=[CH:7][CH:8]=1, predict the reactants needed to synthesize it. The reactants are: [CH3:1][O:2][C:3]1[CH:8]=[CH:7][C:6]([C:9]2[S:13][C:12]([NH2:14])=[N:11][CH:10]=2)=[CH:5][CH:4]=1.[N:15]1([C:20](N2C=CN=C2)=[S:21])[CH:19]=[CH:18][N:17]=[CH:16]1.